This data is from Reaction yield outcomes from USPTO patents with 853,638 reactions. The task is: Predict the reaction yield, written as a fraction of the theoretical maximum amount of product (1.0 means a 100% yield; for example, 0.34 means a 34% yield). The reactants are [Br:1][C:2]1[CH:7]=[C:6]([F:8])[C:5]([F:9])=[CH:4][C:3]=1[OH:10].[C:11]1(P([C:11]2[CH:16]=[CH:15]C=[CH:13][CH:12]=2)[C:11]2[CH:16]=[CH:15]C=[CH:13][CH:12]=2)[CH:16]=[CH:15]C=[CH:13][CH:12]=1.C[C@@H](O)CC=C.CC(OC(/N=N/C(OC(C)C)=O)=O)C. The catalyst is C1COCC1.CCOCC. The product is [Br:1][C:2]1[CH:7]=[C:6]([F:8])[C:5]([F:9])=[CH:4][C:3]=1[O:10][C@H:16]([CH2:11][CH:12]=[CH2:13])[CH3:15]. The yield is 0.610.